This data is from Peptide-MHC class I binding affinity with 185,985 pairs from IEDB/IMGT. The task is: Regression. Given a peptide amino acid sequence and an MHC pseudo amino acid sequence, predict their binding affinity value. This is MHC class I binding data. (1) The peptide sequence is SFSLESDSIK. The MHC is HLA-B35:01 with pseudo-sequence HLA-B35:01. The binding affinity (normalized) is 0. (2) The peptide sequence is RRRRRRAAL. The MHC is BoLA-T2b with pseudo-sequence BoLA-T2b. The binding affinity (normalized) is 0.0641.